From a dataset of Forward reaction prediction with 1.9M reactions from USPTO patents (1976-2016). Predict the product of the given reaction. (1) Given the reactants [O:1]1[CH:5]=[CH:4][CH:3]=[C:2]1[C:6]1[N:11]=[C:10]2[NH:12][N:13]=[CH:14][C:9]2=[CH:8][C:7]=1[C:15]1[CH:20]=[CH:19][N:18]=[C:17](S(C)(=O)=O)[N:16]=1.C(N(CC)CC)C.[CH:32]1([NH2:35])[CH2:34][CH2:33]1, predict the reaction product. The product is: [CH:32]1([NH:35][C:17]2[N:16]=[C:15]([C:7]3[CH:8]=[C:9]4[CH:14]=[N:13][NH:12][C:10]4=[N:11][C:6]=3[C:2]3[O:1][CH:5]=[CH:4][CH:3]=3)[CH:20]=[CH:19][N:18]=2)[CH2:34][CH2:33]1. (2) Given the reactants [CH2:1]([O:3][C:4]1[CH:9]=[CH:8][C:7]([C:10]2[C:15]([N+:16]([O-])=O)=[CH:14][CH:13]=[CH:12][N:11]=2)=[CH:6][C:5]=1[O:19][CH3:20])[CH3:2], predict the reaction product. The product is: [NH2:16][C:15]1[C:10]([C:7]2[CH:8]=[CH:9][C:4]([O:3][CH2:1][CH3:2])=[C:5]([O:19][CH3:20])[CH:6]=2)=[N:11][CH:12]=[CH:13][CH:14]=1. (3) The product is: [Br:1][C:2]1[C:3]2[C:8](=[CH:7][C:6]([C:13]3[O:14][C:15]4[CH:27]=[CH:26][CH:25]=[CH:24][C:16]=4[C:17]=3[C:18](=[O:23])[CH2:19][CH2:20][CH2:21][CH3:22])=[CH:5][CH:4]=2)[CH:9]=[CH:10][C:11]=1[O:12][CH2:31][C:32]#[N:33]. Given the reactants [Br:1][C:2]1[C:11]([OH:12])=[CH:10][CH:9]=[C:8]2[C:3]=1[CH:4]=[CH:5][C:6]([C:13]1[O:14][C:15]3[CH:27]=[CH:26][CH:25]=[CH:24][C:16]=3[C:17]=1[C:18](=[O:23])[CH2:19][CH2:20][CH2:21][CH3:22])=[CH:7]2.[H-].[Na+].Br[CH2:31][C:32]#[N:33].Cl, predict the reaction product. (4) Given the reactants Cl[C:2]1[C:11]2[C:6](=[C:7]([CH3:16])[CH:8]=[C:9]([S:12]([CH3:15])(=[O:14])=[O:13])[CH:10]=2)[N:5]=[N:4][C:3]=1[C:17]([NH2:19])=[O:18].[Cl:20][C:21]1[C:22]([F:28])=[C:23]([CH:25]=[CH:26][CH:27]=1)[NH2:24], predict the reaction product. The product is: [Cl:20][C:21]1[C:22]([F:28])=[C:23]([NH:24][C:2]2[C:11]3[C:6](=[C:7]([CH3:16])[CH:8]=[C:9]([S:12]([CH3:15])(=[O:14])=[O:13])[CH:10]=3)[N:5]=[N:4][C:3]=2[C:17]([NH2:19])=[O:18])[CH:25]=[CH:26][CH:27]=1. (5) Given the reactants [F:1][C:2]1[CH:7]=[CH:6][C:5]([N:8]2[C:12](/[CH:13]=[CH:14]/[C:15]3[S:16][C:17]([C:21]([OH:23])=O)=[C:18]([CH3:20])[N:19]=3)=[C:11]([CH3:24])[N:10]=[N:9]2)=[CH:4][CH:3]=1.[CH:25]([NH2:28])([CH3:27])[CH3:26], predict the reaction product. The product is: [CH:25]([NH:28][C:21]([C:17]1[S:16][C:15](/[CH:14]=[CH:13]/[C:12]2[N:8]([C:5]3[CH:6]=[CH:7][C:2]([F:1])=[CH:3][CH:4]=3)[N:9]=[N:10][C:11]=2[CH3:24])=[N:19][C:18]=1[CH3:20])=[O:23])([CH3:27])[CH3:26]. (6) Given the reactants Cl.Cl[CH2:3][CH2:4][N:5]1[CH2:10][CH2:9][O:8][CH2:7][CH2:6]1.C1CCN2C(=NCCC2)CC1.[CH2:22]([N:26]1[C:31]2=[N:32][N:33]([CH2:41][C:42]3[C:51]4[C:46](=[CH:47][CH:48]=[CH:49][CH:50]=4)[CH:45]=[CH:44][CH:43]=3)[C:34]([C:35]3[CH:40]=[CH:39][N:38]=[CH:37][CH:36]=3)=[C:30]2[C:29](=[O:52])[NH:28][C:27]1=[O:53])[CH:23]([CH3:25])[CH3:24], predict the reaction product. The product is: [CH2:22]([N:26]1[C:31]2=[N:32][N:33]([CH2:41][C:42]3[C:51]4[C:46](=[CH:47][CH:48]=[CH:49][CH:50]=4)[CH:45]=[CH:44][CH:43]=3)[C:34]([C:35]3[CH:36]=[CH:37][N:38]=[CH:39][CH:40]=3)=[C:30]2[C:29](=[O:52])[N:28]([CH2:3][CH2:4][N:5]2[CH2:10][CH2:9][O:8][CH2:7][CH2:6]2)[C:27]1=[O:53])[CH:23]([CH3:25])[CH3:24]. (7) Given the reactants Cl[C:2]1[NH:3][C:4](=[O:13])[C:5]2[C:10]([CH:11]=1)=[CH:9][CH:8]=[C:7]([CH3:12])[CH:6]=2.[CH3:14][N:15]1[CH2:20][CH2:19][NH:18][CH2:17][CH2:16]1, predict the reaction product. The product is: [CH3:12][C:7]1[CH:6]=[C:5]2[C:10]([CH:11]=[C:2]([N:18]3[CH2:19][CH2:20][N:15]([CH3:14])[CH2:16][CH2:17]3)[NH:3][C:4]2=[O:13])=[CH:9][CH:8]=1. (8) Given the reactants C([N:8]1[C:20]2[C:19]([CH3:21])=[C:18]3[N:22](C(OC(C)(C)C)=O)[C:23]4[CH:24]=[CH:25][C:26]([F:29])=[CH:27][C:28]=4[C:17]3=[CH:16][C:15]=2[C:14]2[C:9]1=[CH:10][CH:11]=[C:12]([F:37])[CH:13]=2)(OC(C)(C)C)=O.FC(F)(F)C(O)=O, predict the reaction product. The product is: [F:29][C:26]1[CH:27]=[C:28]2[C:23](=[CH:24][CH:25]=1)[NH:22][C:18]1[C:19]([CH3:21])=[C:20]3[NH:8][C:9]4[CH:10]=[CH:11][C:12]([F:37])=[CH:13][C:14]=4[C:15]3=[CH:16][C:17]2=1. (9) Given the reactants [CH3:1][O:2][C:3](=[O:17])[CH2:4][C:5]1[C:6]([F:16])=[CH:7][CH:8]=[C:9]2[C:14]=1[NH:13][C:12](=[O:15])[CH:11]=[CH:10]2.[C:18](#N)C.C(N(CC)CC)C.C[Si](C=[N+]=[N-])(C)C, predict the reaction product. The product is: [CH3:1][O:2][C:3](=[O:17])[CH2:4][C:5]1[C:6]([F:16])=[CH:7][CH:8]=[C:9]2[C:14]=1[N:13]=[C:12]([O:15][CH3:18])[CH:11]=[CH:10]2.